Dataset: Forward reaction prediction with 1.9M reactions from USPTO patents (1976-2016). Task: Predict the product of the given reaction. (1) Given the reactants [F:1][CH:2]([F:12])[O:3][C:4]1[CH:11]=[CH:10][C:7]([CH2:8]Br)=[CH:6][CH:5]=1.[F:13][C:14]1[CH:37]=[CH:36][C:17]([CH2:18][NH:19][C:20]([C:22]2[S:26][C:25]([N:27]3[CH:32]=[CH:31][C:30]([OH:33])=[CH:29][C:28]3=[O:34])=[N:24][C:23]=2[CH3:35])=[O:21])=[CH:16][CH:15]=1, predict the reaction product. The product is: [F:1][CH:2]([F:12])[O:3][C:4]1[CH:11]=[CH:10][C:7]([CH2:8][O:33][C:30]2[CH:31]=[CH:32][N:27]([C:25]3[S:26][C:22]([C:20]([NH:19][CH2:18][C:17]4[CH:16]=[CH:15][C:14]([F:13])=[CH:37][CH:36]=4)=[O:21])=[C:23]([CH3:35])[N:24]=3)[C:28](=[O:34])[CH:29]=2)=[CH:6][CH:5]=1. (2) The product is: [ClH:1].[ClH:1].[CH2:42]([N:25]([CH2:23][CH3:24])[CH2:26][CH2:27][NH:28][C:29]([C:31]1[CH:40]=[CH:39][C:38]2[C:33](=[CH:34][CH:35]=[C:36]([I:41])[CH:37]=2)[N:32]=1)=[O:30])[CH3:43]. Given the reactants [ClH:1].C(N(CC)CCNC(C1C=CC2C(=CC=C(I)C=2)C=1)=O)C.[CH2:23]([N:25]([CH2:42][CH3:43])[CH2:26][CH2:27][NH:28][C:29]([C:31]1[CH:40]=[CH:39][C:38]2[C:33](=[CH:34][CH:35]=[C:36]([I:41])[CH:37]=2)[N:32]=1)=[O:30])[CH3:24], predict the reaction product. (3) Given the reactants [CH3:1][C:2]1([C:7]2[O:11][C:10]([CH2:12][N:13]3[CH:17]=[CH:16][C:15]([NH2:18])=[N:14]3)=[CH:9][CH:8]=2)[O:6]CCO1.[CH:19]([C:22]1[O:23][C:24]([C:30]2[CH:35]=[CH:34][CH:33]=[CH:32][CH:31]=2)=[C:25]([C:27](O)=[O:28])[N:26]=1)([CH3:21])[CH3:20], predict the reaction product. The product is: [C:2]([C:7]1[O:11][C:10]([CH2:12][N:13]2[CH:17]=[CH:16][C:15]([NH:18][C:27]([C:25]3[N:26]=[C:22]([CH:19]([CH3:21])[CH3:20])[O:23][C:24]=3[C:30]3[CH:31]=[CH:32][CH:33]=[CH:34][CH:35]=3)=[O:28])=[N:14]2)=[CH:9][CH:8]=1)(=[O:6])[CH3:1]. (4) The product is: [CH2:1]([O:8][C:9]1[CH:14]=[CH:13][C:12]([N:15]2[CH:28]=[C:23]([O:24][CH3:25])[C:22](=[O:26])[C:17]([C:18]([O:20][CH3:21])=[O:19])=[N:16]2)=[C:11]([F:27])[CH:10]=1)[C:2]1[CH:3]=[CH:4][CH:5]=[CH:6][CH:7]=1. Given the reactants [CH2:1]([O:8][C:9]1[CH:14]=[CH:13][C:12]([NH:15][N:16]=[C:17]([C:22](=[O:26])[CH2:23][O:24][CH3:25])[C:18]([O:20][CH3:21])=[O:19])=[C:11]([F:27])[CH:10]=1)[C:2]1[CH:7]=[CH:6][CH:5]=[CH:4][CH:3]=1.[CH3:28]OC(OC)N(C)C, predict the reaction product.